From a dataset of Full USPTO retrosynthesis dataset with 1.9M reactions from patents (1976-2016). Predict the reactants needed to synthesize the given product. (1) Given the product [Br:1][C:2]1[CH:7]=[CH:6][N:5]2[C:10]([CH3:11])=[N:9][N:8]=[C:4]2[CH:3]=1, predict the reactants needed to synthesize it. The reactants are: [Br:1][C:2]1[CH:7]=[CH:6][N:5]=[C:4]([NH:8][NH2:9])[CH:3]=1.[C:10](O)(=O)[CH3:11]. (2) Given the product [Cl:1][C:2]1[CH:3]=[CH:4][C:5]([O:6][C:7]2[CH:12]=[CH:11][C:10]([C:13]([O:21][CH3:30])([CH3:20])[CH2:14][N:15]3[CH:19]=[N:18][CH:17]=[N:16]3)=[C:9]([C:22]([F:25])([F:23])[F:24])[CH:8]=2)=[CH:26][CH:27]=1, predict the reactants needed to synthesize it. The reactants are: [Cl:1][C:2]1[CH:27]=[CH:26][C:5]([O:6][C:7]2[CH:12]=[CH:11][C:10]([C:13]([OH:21])([CH3:20])[CH2:14][N:15]3[CH:19]=[N:18][CH:17]=[N:16]3)=[C:9]([C:22]([F:25])([F:24])[F:23])[CH:8]=2)=[CH:4][CH:3]=1.[H-].[Na+].[CH3:30]I.[Cl-].[Na+]. (3) The reactants are: [C:1]([O:6][CH2:7][CH2:8][OH:9])(=[O:5])[C:2]([CH3:4])=[CH2:3].[CH3:10][C:11]([CH3:13])=[O:12]. Given the product [C:1]([O:6][CH2:7][CH2:8][OH:9])(=[O:5])[C:2]([CH3:4])=[CH2:3].[C:1]([O:6][CH2:10][CH:11]1[O:12][CH2:13]1)(=[O:5])[C:2]([CH3:4])=[CH2:3], predict the reactants needed to synthesize it. (4) The reactants are: [CH3:1][O:2][C:3]1[CH:8]=[C:7]([C:9]([F:12])([F:11])[F:10])[CH:6]=[CH:5][C:4]=1B(O)O.Cl.Br[C:18]1[CH:23]=[CH:22][N:21]=[CH:20][C:19]=1[CH3:24].C([O-])(O)=O.[Na+].O. Given the product [CH3:1][O:2][C:3]1[CH:8]=[C:7]([C:9]([F:12])([F:11])[F:10])[CH:6]=[CH:5][C:4]=1[C:18]1[CH:23]=[CH:22][N:21]=[CH:20][C:19]=1[CH3:24], predict the reactants needed to synthesize it. (5) Given the product [F:1][C:2]1[CH:3]=[C:4]2[C:9](=[CH:10][CH:11]=1)[O:8][C@H:7]([C@H:12]([OH:13])[CH2:16][OH:15])[CH2:6][CH2:5]2, predict the reactants needed to synthesize it. The reactants are: [F:1][C:2]1[CH:3]=[C:4]2[C:9](=[CH:10][CH:11]=1)[O:8][C@H:7]([C@H:12]1[CH2:16][O:15]C(C)(C)[O:13]1)[CH2:6][CH2:5]2.O. (6) Given the product [CH3:11][C:6]1[CH:5]=[CH:4][NH:3][C:2](=[O:13])[C:7]=1[N+:8]([O-:10])=[O:9], predict the reactants needed to synthesize it. The reactants are: N[C:2]1[C:7]([N+:8]([O-:10])=[O:9])=[C:6]([CH3:11])[CH:5]=[CH:4][N:3]=1.S(=O)(=O)(O)[OH:13].N([O-])=O.[Na+].